Dataset: Forward reaction prediction with 1.9M reactions from USPTO patents (1976-2016). Task: Predict the product of the given reaction. Given the reactants Br[C:2]1[N:3]=[CH:4][N:5]([C:7]2[N:12]=[C:11]([C:13]3[CH:18]=[CH:17][C:16]([Cl:19])=[C:15]([Cl:20])[CH:14]=3)[CH:10]=[C:9]([C:21]([F:24])([F:23])[F:22])[N:8]=2)[CH:6]=1.[NH2:25][C:26]1[CH:31]=[CH:30][C:29](B2OC(C)(C)C(C)(C)O2)=[CH:28][N:27]=1, predict the reaction product. The product is: [Cl:20][C:15]1[CH:14]=[C:13]([C:11]2[CH:10]=[C:9]([C:21]([F:24])([F:23])[F:22])[N:8]=[C:7]([N:5]3[CH:6]=[C:2]([C:29]4[CH:30]=[CH:31][C:26]([NH2:25])=[N:27][CH:28]=4)[N:3]=[CH:4]3)[N:12]=2)[CH:18]=[CH:17][C:16]=1[Cl:19].